This data is from Forward reaction prediction with 1.9M reactions from USPTO patents (1976-2016). The task is: Predict the product of the given reaction. (1) Given the reactants [C:1]([N:4]1[C:12]2[C:7](=[CH:8][C:9]([O:13][CH3:14])=[CH:10][CH:11]=2)[CH2:6][CH2:5]1)(=[O:3])[CH3:2].C(OC(=O)C)(=O)C.[N+:22]([O-])([OH:24])=[O:23], predict the reaction product. The product is: [C:1]([N:4]1[C:12]2[C:7](=[CH:8][C:9]([O:13][CH3:14])=[C:10]([N+:22]([O-:24])=[O:23])[CH:11]=2)[CH2:6][CH2:5]1)(=[O:3])[CH3:2]. (2) The product is: [C:1]([C:3]1[CH:4]=[C:5]([CH:46]=[CH:47][CH:48]=1)[CH2:6][N:7]([C:8]1[CH:13]=[CH:12][C:11]([OH:14])=[CH:10][CH:9]=1)[CH:25]1[CH2:26][CH2:27][N:28]([CH:31]([CH3:45])[CH2:32][CH2:33][NH:34][C:35]([C:37]2[C:42]([CH3:43])=[N:41][CH:40]=[N:39][C:38]=2[CH3:44])=[O:36])[CH2:29][CH2:30]1)#[N:2]. Given the reactants [C:1]([C:3]1[CH:4]=[C:5]([CH:46]=[CH:47][CH:48]=1)[CH2:6][N:7]([CH:25]1[CH2:30][CH2:29][N:28]([CH:31]([CH3:45])[CH2:32][CH2:33][NH:34][C:35]([C:37]2[C:38]([CH3:44])=[N:39][CH:40]=[N:41][C:42]=2[CH3:43])=[O:36])[CH2:27][CH2:26]1)[C:8]1[CH:13]=[CH:12][C:11]([O:14]C(C2C(C)=NC=NC=2C)=O)=[CH:10][CH:9]=1)#[N:2].[OH-].[Na+], predict the reaction product.